This data is from NCI-60 drug combinations with 297,098 pairs across 59 cell lines. The task is: Regression. Given two drug SMILES strings and cell line genomic features, predict the synergy score measuring deviation from expected non-interaction effect. (1) Drug 1: C1=C(C(=O)NC(=O)N1)N(CCCl)CCCl. Drug 2: C1C(C(OC1N2C=NC3=C2NC=NCC3O)CO)O. Cell line: NCI-H226. Synergy scores: CSS=9.38, Synergy_ZIP=-5.45, Synergy_Bliss=-5.70, Synergy_Loewe=-6.91, Synergy_HSA=-4.92. (2) Drug 1: C1CN1P(=S)(N2CC2)N3CC3. Drug 2: CC1C(C(CC(O1)OC2CC(CC3=C2C(=C4C(=C3O)C(=O)C5=C(C4=O)C(=CC=C5)OC)O)(C(=O)CO)O)N)O.Cl. Cell line: DU-145. Synergy scores: CSS=39.6, Synergy_ZIP=-3.02, Synergy_Bliss=-2.03, Synergy_Loewe=-5.92, Synergy_HSA=0.0212.